Dataset: Forward reaction prediction with 1.9M reactions from USPTO patents (1976-2016). Task: Predict the product of the given reaction. (1) Given the reactants [Cl:1][C:2]1[CH:3]=[N:4][C:5]2[N:6]([N:8]=[C:9]([C:11]([OH:13])=O)[CH:10]=2)[CH:7]=1.[Br:14][C:15]1[CH:16]=[C:17]2[C:22](=[CH:23][CH:24]=1)[N:21]([CH3:25])[NH:20][CH2:19][CH2:18]2, predict the reaction product. The product is: [Br:14][C:15]1[CH:16]=[C:17]2[C:22](=[CH:23][CH:24]=1)[N:21]([CH3:25])[N:20]([C:11]([C:9]1[CH:10]=[C:5]3[N:4]=[CH:3][C:2]([Cl:1])=[CH:7][N:6]3[N:8]=1)=[O:13])[CH2:19][CH2:18]2. (2) Given the reactants [Cl:1][C:2]1[C:7]2[N:8]([CH2:18][CH2:19][CH3:20])[C:9]([C:11]3[N:12]=[N:13][C:14](Cl)=[CH:15][CH:16]=3)=[N:10][C:6]=2[CH:5]=[CH:4][CH:3]=1.[NH2:21][C:22]1[CH:23]=[N:24][C:25]([CH3:28])=[CH:26][CH:27]=1.C1C=CC(P(C2C(C3C(P(C4C=CC=CC=4)C4C=CC=CC=4)=CC=C4C=3C=CC=C4)=C3C(C=CC=C3)=CC=2)C2C=CC=CC=2)=CC=1.C([O-])([O-])=O.[K+].[K+], predict the reaction product. The product is: [Cl:1][C:2]1[C:7]2[N:8]([CH2:18][CH2:19][CH3:20])[C:9]([C:11]3[N:12]=[N:13][C:14]([NH:21][C:22]4[CH:23]=[N:24][C:25]([CH3:28])=[CH:26][CH:27]=4)=[CH:15][CH:16]=3)=[N:10][C:6]=2[CH:5]=[CH:4][CH:3]=1. (3) Given the reactants [F:1][C:2]([F:7])([F:6])[C:3]([OH:5])=[O:4].[OH:8][C@@H:9]1[C@H:13]([OH:14])[C@@H:12]([CH2:15][OH:16])[O:11][C@H:10]1[N:17]1[CH:25]=[N:24][C:23]2[C:18]1=[N:19][C:20]([N:41]1[CH2:45][CH2:44][C@@H:43]([NH:46][C:47]([NH:49][C@@H:50]3[CH2:54][CH2:53][NH:52][CH2:51]3)=[O:48])[CH2:42]1)=[N:21][C:22]=2[NH:26][CH2:27][CH:28]([C:35]1[CH:40]=[CH:39][CH:38]=[CH:37][CH:36]=1)[C:29]1[CH:34]=[CH:33][CH:32]=[CH:31][CH:30]=1.[CH2:55]([O:62][C:63]([N:65]1[CH2:70][CH2:69][CH:68]([N:71]=[C:72]=[O:73])[CH2:67][CH2:66]1)=[O:64])[C:56]1[CH:61]=[CH:60][CH:59]=[CH:58][CH:57]=1.C(N(CC)CC)C, predict the reaction product. The product is: [F:1][C:2]([F:7])([F:6])[C:3]([OH:5])=[O:4].[CH2:55]([O:62][C:63]([N:65]1[CH2:70][CH2:69][CH:68]([NH:71][C:72]([N:52]2[CH2:53][CH2:54][C@@H:50]([NH:49][C:47]([NH:46][C@@H:43]3[CH2:44][CH2:45][N:41]([C:20]4[N:19]=[C:18]5[C:23]([N:24]=[CH:25][N:17]5[C@H:10]5[C@H:9]([OH:8])[C@H:13]([OH:14])[C@@H:12]([CH2:15][OH:16])[O:11]5)=[C:22]([NH:26][CH2:27][CH:28]([C:35]5[CH:36]=[CH:37][CH:38]=[CH:39][CH:40]=5)[C:29]5[CH:30]=[CH:31][CH:32]=[CH:33][CH:34]=5)[N:21]=4)[CH2:42]3)=[O:48])[CH2:51]2)=[O:73])[CH2:67][CH2:66]1)=[O:64])[C:56]1[CH:61]=[CH:60][CH:59]=[CH:58][CH:57]=1. (4) Given the reactants [OH:1][C:2]1[CH:7]=[CH:6][C:5]([S:8][CH2:9][CH2:10][CH2:11][C:12]([OH:14])=O)=[CH:4][CH:3]=1.[CH3:15][NH:16][CH2:17][C:18]1[CH:23]=[CH:22][CH:21]=[CH:20][C:19]=1[CH3:24], predict the reaction product. The product is: [OH:1][C:2]1[CH:3]=[CH:4][C:5]([S:8][CH2:9][CH2:10][CH2:11][C:12]([N:16]([CH3:15])[CH2:17][C:18]2[CH:23]=[CH:22][CH:21]=[CH:20][C:19]=2[CH3:24])=[O:14])=[CH:6][CH:7]=1.